From a dataset of Peptide-MHC class II binding affinity with 134,281 pairs from IEDB. Regression. Given a peptide amino acid sequence and an MHC pseudo amino acid sequence, predict their binding affinity value. This is MHC class II binding data. (1) The peptide sequence is AAATAGHTVYGAFAA. The MHC is HLA-DQA10501-DQB10301 with pseudo-sequence HLA-DQA10501-DQB10301. The binding affinity (normalized) is 0.690. (2) The peptide sequence is AAAGLAAAAPLESRQ. The binding affinity (normalized) is 0.305. The MHC is HLA-DQA10501-DQB10201 with pseudo-sequence HLA-DQA10501-DQB10201. (3) The binding affinity (normalized) is 0.623. The peptide sequence is CDGSILGAAVNGKKS. The MHC is HLA-DQA10201-DQB10301 with pseudo-sequence HLA-DQA10201-DQB10301. (4) The peptide sequence is NIVNMLHGVRDGLVR. The MHC is DRB1_0405 with pseudo-sequence DRB1_0405. The binding affinity (normalized) is 0.362. (5) The peptide sequence is RVEIQIRTILQSLWA. The MHC is HLA-DPA10103-DPB10401 with pseudo-sequence HLA-DPA10103-DPB10401. The binding affinity (normalized) is 0.517.